Predict the product of the given reaction. From a dataset of Forward reaction prediction with 1.9M reactions from USPTO patents (1976-2016). (1) The product is: [Cl:12][C:4]1[CH:5]=[C:6]([C:8]([F:11])([F:10])[F:9])[CH:7]=[C:2]([CH3:13])[N:3]=1. Given the reactants Cl[C:2]1[CH:7]=[C:6]([C:8]([F:11])([F:10])[F:9])[CH:5]=[C:4]([Cl:12])[N:3]=1.[CH3:13][Mg]Cl, predict the reaction product. (2) Given the reactants [Cl:1][C:2]1[CH:12]=[CH:11][C:10]([Cl:13])=[CH:9][C:3]=1[NH:4][CH2:5][C:6]([OH:8])=[O:7].[C:14](=O)([O-])[O-].[K+].[K+].CI, predict the reaction product. The product is: [Cl:1][C:2]1[CH:12]=[CH:11][C:10]([Cl:13])=[CH:9][C:3]=1[N:4]([CH3:14])[CH2:5][C:6]([OH:8])=[O:7].